Dataset: Forward reaction prediction with 1.9M reactions from USPTO patents (1976-2016). Task: Predict the product of the given reaction. Given the reactants [Br:1][C:2]1[C:15]2[C:16]3=[C:17]4[C:12](=[CH:13][CH:14]=2)[CH:11]=[CH:10][C:9](Br)=[C:8]4[CH:7]=[CH:6][C:5]3=[CH:4][CH:3]=1.[CH3:19][C:20]1[CH:25]=[CH:24][C:23](B(O)O)=[CH:22][CH:21]=1.P([O-])([O-])([O-])=O.[K+].[K+].[K+].CN(C)C=O, predict the reaction product. The product is: [Br:1][C:2]1[C:15]2[C:16]3=[C:17]4[C:12](=[CH:13][CH:14]=2)[CH:11]=[CH:10][C:9]([C:23]2[CH:24]=[CH:25][C:20]([CH3:19])=[CH:21][CH:22]=2)=[C:8]4[CH:7]=[CH:6][C:5]3=[CH:4][CH:3]=1.